This data is from Catalyst prediction with 721,799 reactions and 888 catalyst types from USPTO. The task is: Predict which catalyst facilitates the given reaction. Reactant: [C:1]([C:3]1[CH:8]=[CH:7][C:6]([CH2:9][C:10]([O:12][CH2:13][CH3:14])=[O:11])=[CH:5][CH:4]=1)#[N:2].[H-].[Na+].[CH3:17]I. The catalyst class is: 7. Product: [C:1]([C:3]1[CH:8]=[CH:7][C:6]([CH:9]([CH3:17])[C:10]([O:12][CH2:13][CH3:14])=[O:11])=[CH:5][CH:4]=1)#[N:2].